This data is from NCI-60 drug combinations with 297,098 pairs across 59 cell lines. The task is: Regression. Given two drug SMILES strings and cell line genomic features, predict the synergy score measuring deviation from expected non-interaction effect. (1) Drug 1: C1=C(C(=O)NC(=O)N1)N(CCCl)CCCl. Drug 2: CC1=C2C(C(=O)C3(C(CC4C(C3C(C(C2(C)C)(CC1OC(=O)C(C(C5=CC=CC=C5)NC(=O)C6=CC=CC=C6)O)O)OC(=O)C7=CC=CC=C7)(CO4)OC(=O)C)O)C)OC(=O)C. Cell line: DU-145. Synergy scores: CSS=18.9, Synergy_ZIP=-0.947, Synergy_Bliss=-2.74, Synergy_Loewe=-16.2, Synergy_HSA=-1.20. (2) Drug 1: CCC1=CC2CC(C3=C(CN(C2)C1)C4=CC=CC=C4N3)(C5=C(C=C6C(=C5)C78CCN9C7C(C=CC9)(C(C(C8N6C)(C(=O)OC)O)OC(=O)C)CC)OC)C(=O)OC. Drug 2: C1CC(CCC1OC2=C(C(=CC=C2)Cl)F)(CC3=NC(=CC=C3)NC4=NC=CS4)C(=O)O. Cell line: T-47D. Synergy scores: CSS=30.9, Synergy_ZIP=-1.62, Synergy_Bliss=-5.61, Synergy_Loewe=-1.43, Synergy_HSA=0.370.